From a dataset of Catalyst prediction with 721,799 reactions and 888 catalyst types from USPTO. Predict which catalyst facilitates the given reaction. (1) Reactant: [CH2:1]=[C:2]([C:4]1[CH:5]=[C:6]([C:10]([NH:13][C:14]([N:16]2[CH:22]3[CH2:23][CH2:24][N:19]([CH2:20][CH2:21]3)[CH2:18][CH2:17]2)=[O:15])([CH3:12])[CH3:11])[CH:7]=[CH:8][CH:9]=1)[CH3:3]. Product: [CH3:3][CH:2]([C:4]1[CH:5]=[C:6]([C:10]([NH:13][C:14]([N:16]2[CH:22]3[CH2:21][CH2:20][N:19]([CH2:24][CH2:23]3)[CH2:18][CH2:17]2)=[O:15])([CH3:12])[CH3:11])[CH:7]=[CH:8][CH:9]=1)[CH3:1]. The catalyst class is: 45. (2) Product: [C:1]1([CH2:7][CH2:8][N:9]([C:21]2[S:22][C:23]([C:26]3[CH:31]=[CH:30][CH:29]=[C:28]([O:32][C:33]4[CH:38]=[CH:37][CH:36]=[C:35]([C:39]([F:41])([F:42])[F:40])[CH:34]=4)[CH:27]=3)=[N:24][N:25]=2)[C:10]2[CH:11]=[C:12]([CH:18]=[CH:19][CH:20]=2)[C:13]([OH:15])=[O:14])[CH:6]=[CH:5][CH:4]=[CH:3][CH:2]=1. The catalyst class is: 1. Reactant: [C:1]1([CH2:7][CH2:8][N:9]([C:21]2[S:22][C:23]([C:26]3[CH:31]=[CH:30][CH:29]=[C:28]([O:32][C:33]4[CH:38]=[CH:37][CH:36]=[C:35]([C:39]([F:42])([F:41])[F:40])[CH:34]=4)[CH:27]=3)=[N:24][N:25]=2)[C:10]2[CH:11]=[C:12]([CH:18]=[CH:19][CH:20]=2)[C:13]([O:15]CC)=[O:14])[CH:6]=[CH:5][CH:4]=[CH:3][CH:2]=1.[Li+].[OH-]. (3) Reactant: [Br:1][C:2]1[NH:7][C:6](=[O:8])[CH:5]=[CH:4][CH:3]=1.[H-].[Na+].[CH3:11][C:12]1[CH:19]=[C:18]([CH3:20])[CH:17]=[CH:16][C:13]=1[CH2:14]Br. Product: [Br:1][C:2]1[N:7]([CH2:14][C:13]2[CH:16]=[CH:17][C:18]([CH3:20])=[CH:19][C:12]=2[CH3:11])[C:6](=[O:8])[CH:5]=[CH:4][CH:3]=1. The catalyst class is: 3. (4) Reactant: [Cl:1][S:2]([OH:5])(=O)=[O:3].[Br:6][C:7]1[CH:11]=[CH:10][S:9][CH:8]=1. Product: [Br:6][C:7]1[CH:11]=[CH:10][S:9][C:8]=1[S:2]([Cl:1])(=[O:5])=[O:3]. The catalyst class is: 2. (5) Reactant: [CH3:1][O:2][C:3]([C:5]1[C:13]2[C:8](=[CH:9][CH:10]=[CH:11][CH:12]=2)[N:7]([CH3:14])[C:6]=1C(O)=O)=[O:4].C1(P(N=[N+]=[N-])(C2C=CC=CC=2)=[O:25])C=CC=CC=1.CC[N:37]([CH2:40]C)CC.[CH2:42]([OH:49])[C:43]1[CH:48]=[CH:47][CH:46]=[CH:45][CH:44]=1. Product: [CH2:42]([O:49][C:40]([NH:37][C:6]1[N:7]([CH3:14])[C:8]2[C:13]([C:5]=1[C:3]([O:2][CH3:1])=[O:4])=[CH:12][CH:11]=[CH:10][CH:9]=2)=[O:25])[C:43]1[CH:48]=[CH:47][CH:46]=[CH:45][CH:44]=1. The catalyst class is: 9. (6) Reactant: C[Si](C)(C)CC[O:5][C:6](=[O:39])[CH2:7][CH2:8][C:9]([C:11]1[C:19]2[C:14](=[CH:15][CH:16]=[C:17]([Cl:20])[CH:18]=2)[N:13]([C:21]2[N:26]=[C:25]([C:27]3[CH:32]=[CH:31][CH:30]=[CH:29][CH:28]=3)[CH:24]=[C:23]([C:33]3[CH:38]=[CH:37][CH:36]=[CH:35][CH:34]=3)[N:22]=2)[CH:12]=1)=[O:10].FC(F)(F)C(O)=O. Product: [Cl:20][C:17]1[CH:18]=[C:19]2[C:14](=[CH:15][CH:16]=1)[N:13]([C:21]1[N:26]=[C:25]([C:27]3[CH:28]=[CH:29][CH:30]=[CH:31][CH:32]=3)[CH:24]=[C:23]([C:33]3[CH:38]=[CH:37][CH:36]=[CH:35][CH:34]=3)[N:22]=1)[CH:12]=[C:11]2[C:9](=[O:10])[CH2:8][CH2:7][C:6]([OH:39])=[O:5]. The catalyst class is: 2. (7) Reactant: [Cl:1][C:2]1[CH:3]=[C:4]([CH2:17][N:18]2[C:22]([CH3:23])=[CH:21][C:20]([C:24](Cl)=[O:25])=[N:19]2)[C:5]2[O:9][C:8]([CH:10]3[CH2:15][CH2:14][CH2:13][CH2:12][CH2:11]3)=[CH:7][C:6]=2[CH:16]=1.[NH2:27][N:28]1[CH2:33][CH2:32][O:31][CH2:30][CH2:29]1.CCN(CC)CC. Product: [Cl:1][C:2]1[CH:3]=[C:4]([CH2:17][N:18]2[C:22]([CH3:23])=[CH:21][C:20]([C:24]([NH:27][N:28]3[CH2:33][CH2:32][O:31][CH2:30][CH2:29]3)=[O:25])=[N:19]2)[C:5]2[O:9][C:8]([CH:10]3[CH2:11][CH2:12][CH2:13][CH2:14][CH2:15]3)=[CH:7][C:6]=2[CH:16]=1. The catalyst class is: 91. (8) Reactant: C[O:2][C:3](=[O:24])[C@@H:4]([N:9]1[CH2:13][C:12]2[CH2:14][C:15]3[CH:16]=[CH:17][CH:18]=[C:19]([Cl:22])[C:20]=3[O:21][C:11]=2[C:10]1=[O:23])[CH2:5][CH:6]([CH3:8])[CH3:7].O.[OH-].[Li+]. Product: [Cl:22][C:19]1[C:20]2[O:21][C:11]3[C:10](=[O:23])[N:9]([C@@H:4]([CH2:5][CH:6]([CH3:8])[CH3:7])[C:3]([OH:24])=[O:2])[CH2:13][C:12]=3[CH2:14][C:15]=2[CH:16]=[CH:17][CH:18]=1. The catalyst class is: 30. (9) Reactant: [CH3:1][O:2][C:3]1[CH:4]=[C:5]2[C:10](=[CH:11][C:12]=1[O:13][CH3:14])[N:9]=[CH:8][CH:7]=[C:6]2[O:15][C:16]1[CH:22]=[CH:21][C:19]([NH2:20])=[C:18]([CH3:23])[C:17]=1[CH3:24].[C:25]1([CH3:34])[C:26]([N:31]=[C:32]=[O:33])=[CH:27][CH:28]=[CH:29][CH:30]=1.CO. Product: [CH3:1][O:2][C:3]1[CH:4]=[C:5]2[C:10](=[CH:11][C:12]=1[O:13][CH3:14])[N:9]=[CH:8][CH:7]=[C:6]2[O:15][C:16]1[CH:22]=[CH:21][C:19]([NH:20][C:32]([NH:31][C:26]2[CH:27]=[CH:28][CH:29]=[CH:30][C:25]=2[CH3:34])=[O:33])=[C:18]([CH3:23])[C:17]=1[CH3:24]. The catalyst class is: 22. (10) Reactant: CO[C:3]1[CH:8]=C[C:6]([NH2:9])=[CH:5][CH:4]=1.[C:10](=[O:13])([O-])[O-].[K+].[K+].[C:16](Cl)(=[O:23])[C:17]1[CH:22]=[CH:21][CH:20]=[CH:19][CH:18]=1.[CH3:25]CCCCC. Product: [CH3:25][O:13][C:10]1[CH:8]=[CH:3][CH:4]=[CH:5][C:6]=1[NH:9][C:16](=[O:23])[C:17]1[CH:22]=[CH:21][CH:20]=[CH:19][CH:18]=1. The catalyst class is: 96.